Dataset: NCI-60 drug combinations with 297,098 pairs across 59 cell lines. Task: Regression. Given two drug SMILES strings and cell line genomic features, predict the synergy score measuring deviation from expected non-interaction effect. (1) Drug 1: CC(C1=C(C=CC(=C1Cl)F)Cl)OC2=C(N=CC(=C2)C3=CN(N=C3)C4CCNCC4)N. Drug 2: CN1C(=O)N2C=NC(=C2N=N1)C(=O)N. Cell line: NCI-H226. Synergy scores: CSS=2.47, Synergy_ZIP=-1.04, Synergy_Bliss=-2.40, Synergy_Loewe=-7.87, Synergy_HSA=-4.39. (2) Drug 2: CC(C)NC(=O)C1=CC=C(C=C1)CNNC.Cl. Cell line: DU-145. Drug 1: CC(C1=C(C=CC(=C1Cl)F)Cl)OC2=C(N=CC(=C2)C3=CN(N=C3)C4CCNCC4)N. Synergy scores: CSS=-2.59, Synergy_ZIP=0.768, Synergy_Bliss=-1.57, Synergy_Loewe=-6.95, Synergy_HSA=-4.63. (3) Synergy scores: CSS=-0.168, Synergy_ZIP=0.905, Synergy_Bliss=-0.825, Synergy_Loewe=-4.35, Synergy_HSA=-3.80. Drug 2: C(CCl)NC(=O)N(CCCl)N=O. Drug 1: CN(C)N=NC1=C(NC=N1)C(=O)N. Cell line: T-47D. (4) Drug 1: CC(CN1CC(=O)NC(=O)C1)N2CC(=O)NC(=O)C2. Drug 2: C1=NC2=C(N1)C(=S)N=C(N2)N. Cell line: DU-145. Synergy scores: CSS=42.5, Synergy_ZIP=-8.05, Synergy_Bliss=-6.05, Synergy_Loewe=-2.41, Synergy_HSA=0.456. (5) Drug 1: C1CCN(CC1)CCOC2=CC=C(C=C2)C(=O)C3=C(SC4=C3C=CC(=C4)O)C5=CC=C(C=C5)O. Drug 2: C1=CC(=CC=C1C#N)C(C2=CC=C(C=C2)C#N)N3C=NC=N3. Cell line: UACC62. Synergy scores: CSS=2.67, Synergy_ZIP=0.733, Synergy_Bliss=3.21, Synergy_Loewe=2.40, Synergy_HSA=1.32. (6) Drug 1: CCCS(=O)(=O)NC1=C(C(=C(C=C1)F)C(=O)C2=CNC3=C2C=C(C=N3)C4=CC=C(C=C4)Cl)F. Drug 2: C1=CC(=CC=C1C#N)C(C2=CC=C(C=C2)C#N)N3C=NC=N3. Cell line: UO-31. Synergy scores: CSS=8.63, Synergy_ZIP=-3.81, Synergy_Bliss=-0.249, Synergy_Loewe=0.850, Synergy_HSA=0.913.